Dataset: Forward reaction prediction with 1.9M reactions from USPTO patents (1976-2016). Task: Predict the product of the given reaction. (1) The product is: [CH2:1]([N:3]1[C:8](=[S:29])[C:7]2[N:10]=[CH:11][CH:12]=[CH:13][C:6]=2[C:5]([C:14]2[CH:19]=[CH:18][CH:17]=[CH:16][N:15]=2)=[N:4]1)[CH3:2]. Given the reactants [CH2:1]([N:3]1[C:8](=O)[C:7]2[N:10]=[CH:11][CH:12]=[CH:13][C:6]=2[C:5]([C:14]2[CH:19]=[CH:18][CH:17]=[CH:16][N:15]=2)=[N:4]1)[CH3:2].COC1C=CC(P2(=S)SP(=S)(C3C=CC(OC)=CC=3)[S:29]2)=CC=1.C1(C)C=CC=CC=1, predict the reaction product. (2) The product is: [C:1]([NH:22][C@@H:23]([CH2:28][CH2:29][CH2:30][CH2:31][NH:32][C:33](=[O:40])[C:34]1[CH:39]=[CH:38][CH:37]=[N:36][CH:35]=1)[C:24]([OH:26])=[O:25])(=[O:21])[CH2:2][CH2:3][CH2:4]/[CH:5]=[CH:6]\[CH2:7]/[CH:8]=[CH:9]\[CH2:10]/[CH:11]=[CH:12]\[CH2:13]/[CH:14]=[CH:15]\[CH2:16]/[CH:17]=[CH:18]\[CH2:19][CH3:20]. Given the reactants [C:1]([NH:22][C@@H:23]([CH2:28][CH2:29][CH2:30][CH2:31][NH:32][C:33](=[O:40])[C:34]1[CH:39]=[CH:38][CH:37]=[N:36][CH:35]=1)[C:24]([O:26]C)=[O:25])(=[O:21])[CH2:2][CH2:3][CH2:4]/[CH:5]=[CH:6]\[CH2:7]/[CH:8]=[CH:9]\[CH2:10]/[CH:11]=[CH:12]\[CH2:13]/[CH:14]=[CH:15]\[CH2:16]/[CH:17]=[CH:18]\[CH2:19][CH3:20].[OH-].[Na+].Cl, predict the reaction product. (3) Given the reactants [F:1][C:2]1[CH:9]=[C:8]([O:10][C:11]2[CH:16]=[CH:15][C:14]([O:17][CH3:18])=[CH:13][CH:12]=2)[CH:7]=[CH:6][C:3]=1[CH:4]=O.[NH2:19]O, predict the reaction product. The product is: [F:1][C:2]1[CH:9]=[C:8]([O:10][C:11]2[CH:16]=[CH:15][C:14]([O:17][CH3:18])=[CH:13][CH:12]=2)[CH:7]=[CH:6][C:3]=1[CH2:4][NH2:19]. (4) Given the reactants [K].[CH3:2][C:3]1([CH3:10])[O:7][C:6](=[O:8])[NH:5][C:4]1=[O:9].[C:11]1([C:21](Cl)=[O:22])[C:20]2[C:15](=[CH:16][CH:17]=[CH:18][CH:19]=2)[CH:14]=[CH:13][CH:12]=1.C(OCC)(=O)C, predict the reaction product. The product is: [CH3:2][C:3]1([CH3:10])[O:7][C:6](=[O:8])[N:5]([C:21]([C:11]2[C:20]3[C:15](=[CH:16][CH:17]=[CH:18][CH:19]=3)[CH:14]=[CH:13][CH:12]=2)=[O:22])[C:4]1=[O:9]. (5) Given the reactants [N:1]1([CH2:6][CH2:7][N:8]2[C:16]3[C:11](=[CH:12][CH:13]=[C:14]([NH2:17])[CH:15]=3)[CH:10]=[N:9]2)[CH2:5][CH2:4][CH2:3][CH2:2]1.[O:18]([C:25]1[CH:30]=[CH:29][C:28]([CH2:31][CH2:32][C:33](O)=[O:34])=[CH:27][CH:26]=1)[C:19]1[CH:24]=[CH:23][CH:22]=[CH:21][CH:20]=1, predict the reaction product. The product is: [O:18]([C:25]1[CH:26]=[CH:27][C:28]([CH2:31][CH2:32][C:33]([NH:17][C:14]2[CH:15]=[C:16]3[C:11]([CH:10]=[N:9][N:8]3[CH2:7][CH2:6][N:1]3[CH2:5][CH2:4][CH2:3][CH2:2]3)=[CH:12][CH:13]=2)=[O:34])=[CH:29][CH:30]=1)[C:19]1[CH:24]=[CH:23][CH:22]=[CH:21][CH:20]=1. (6) Given the reactants C[Si]([N-][Si](C)(C)C)(C)C.[Li+].[C:11]([O:15][C:16]([N:18]1[CH2:23][CH2:22][CH:21]([CH3:24])[CH2:20][C:19]1=[O:25])=[O:17])([CH3:14])([CH3:13])[CH3:12].Br[CH2:27][C:28]([O:30][CH2:31][CH3:32])=[O:29], predict the reaction product. The product is: [C:11]([O:15][C:16]([N:18]1[CH2:23][CH2:22][CH:21]([CH3:24])[CH:20]([CH2:27][C:28]([O:30][CH2:31][CH3:32])=[O:29])[C:19]1=[O:25])=[O:17])([CH3:14])([CH3:12])[CH3:13].